Task: Predict the product of the given reaction.. Dataset: Forward reaction prediction with 1.9M reactions from USPTO patents (1976-2016) (1) Given the reactants Br[CH2:2][C:3]1[CH:11]=[CH:10][CH:9]=[C:8]2[C:4]=1[CH:5]=[CH:6][N:7]2[S:12]([C:15]1[CH:20]=[CH:19][CH:18]=[CH:17][CH:16]=1)(=[O:14])=[O:13].C([O-])(O)=O.[Na+].C([N:33]1[CH2:38][CH2:37][NH:36][CH2:35][CH2:34]1)(OC(C)(C)C)=O.C(Cl)(Cl)[Cl:40].CCO, predict the reaction product. The product is: [ClH:40].[C:15]1([S:12]([N:7]2[C:8]3[C:4](=[C:3]([CH2:2][N:33]4[CH2:38][CH2:37][NH:36][CH2:35][CH2:34]4)[CH:11]=[CH:10][CH:9]=3)[CH:5]=[CH:6]2)(=[O:14])=[O:13])[CH:20]=[CH:19][CH:18]=[CH:17][CH:16]=1. (2) Given the reactants [N:1]1([CH2:6][C:7]([OH:9])=O)[CH:5]=[CH:4][N:3]=[N:2]1.[Cl:10][C:11]1[CH:39]=[CH:38][C:14]([CH2:15][C@H:16]2[CH2:20][NH:19][C@H:18]([C:21]([NH:23][C:24]3[CH:29]=[CH:28][C:27]([O:30][C:31]4[CH:36]=[CH:35][C:34]([F:37])=[CH:33][CH:32]=4)=[CH:26][CH:25]=3)=[O:22])[CH2:17]2)=[CH:13][CH:12]=1, predict the reaction product. The product is: [N:1]1([CH2:6][C:7]([N:19]2[CH2:20][C@H:16]([CH2:15][C:14]3[CH:38]=[CH:39][C:11]([Cl:10])=[CH:12][CH:13]=3)[CH2:17][C@H:18]2[C:21]([NH:23][C:24]2[CH:29]=[CH:28][C:27]([O:30][C:31]3[CH:32]=[CH:33][C:34]([F:37])=[CH:35][CH:36]=3)=[CH:26][CH:25]=2)=[O:22])=[O:9])[CH:5]=[CH:4][N:3]=[N:2]1. (3) Given the reactants [Cl:1][C:2]1[CH:7]=[C:6](Cl)[N:5]=[CH:4][N:3]=1.[CH2:9]([Mg]Br)[CH:10]([CH3:12])[CH3:11].Cl, predict the reaction product. The product is: [Cl:1][C:2]1[CH:7]=[C:6]([CH2:9][CH:10]([CH3:12])[CH3:11])[N:5]=[CH:4][N:3]=1. (4) Given the reactants Cl[C:2]1[CH:7]=[C:6]([C:8]2[CH:13]=[CH:12][C:11]([S:14][C:15]3[CH:20]=[CH:19][CH:18]=[CH:17][C:16]=3[O:21][CH3:22])=[C:10]([C:23]([F:26])([F:25])[F:24])[CH:9]=2)[CH:5]=[CH:4][N:3]=1.OC1CCNC1.[NH:33]1[CH2:41][CH2:40][CH:36]([C:37]([NH2:39])=[O:38])[CH2:35][CH2:34]1, predict the reaction product. The product is: [CH3:22][O:21][C:16]1[CH:17]=[CH:18][CH:19]=[CH:20][C:15]=1[S:14][C:11]1[CH:12]=[CH:13][C:8]([C:6]2[CH:5]=[CH:4][N:3]=[C:2]([N:33]3[CH2:41][CH2:40][CH:36]([C:37]([NH2:39])=[O:38])[CH2:35][CH2:34]3)[CH:7]=2)=[CH:9][C:10]=1[C:23]([F:26])([F:25])[F:24]. (5) Given the reactants CO[C:3]1[CH:4]=[C:5]([CH:8]=[CH:9][C:10]=1[N+:11]([O-])=O)[C:6]#[N:7].[CH:14]1([CH2:17][CH2:18][NH2:19])[CH2:16][CH2:15]1, predict the reaction product. The product is: [NH2:11][C:10]1[CH:9]=[CH:8][C:5]([C:6]#[N:7])=[CH:4][C:3]=1[NH:19][CH2:18][CH2:17][CH:14]1[CH2:16][CH2:15]1. (6) Given the reactants Cl[C:2]1[N:7]=[C:6]([C:8]2[CH:9]=[N:10][C:11]([NH2:14])=[N:12][CH:13]=2)[CH:5]=[C:4]([N:15]2[CH2:20][CH2:19][O:18][CH2:17][CH2:16]2)[N:3]=1.[NH2:21][C:22]1[CH:23]=[N:24][C:25]2[C:30]([CH:31]=1)=[CH:29][CH:28]=[CH:27][CH:26]=2.C1C=CC(P(C2C(C3C(P(C4C=CC=CC=4)C4C=CC=CC=4)=CC=C4C=3C=CC=C4)=C3C(C=CC=C3)=CC=2)C2C=CC=CC=2)=CC=1.C(=O)([O-])[O-].[Cs+].[Cs+], predict the reaction product. The product is: [O:18]1[CH2:19][CH2:20][N:15]([C:4]2[N:3]=[C:2]([NH:21][C:22]3[CH:23]=[N:24][C:25]4[C:30]([CH:31]=3)=[CH:29][CH:28]=[CH:27][CH:26]=4)[N:7]=[C:6]([C:8]3[CH:9]=[N:10][C:11]([NH2:14])=[N:12][CH:13]=3)[CH:5]=2)[CH2:16][CH2:17]1. (7) The product is: [N:17]1([C:2]2[N:7]=[C:6]([C:8]([NH2:10])=[O:9])[CH:5]=[CH:4][N:3]=2)[CH2:22][CH2:21][NH:20][CH2:19][CH2:18]1. Given the reactants Cl[C:2]1[N:7]=[C:6]([C:8]([NH2:10])=[O:9])[CH:5]=[CH:4][N:3]=1.C(=O)([O-])[O-].[K+].[K+].[NH:17]1[CH2:22][CH2:21][NH:20][CH2:19][CH2:18]1, predict the reaction product.